This data is from Forward reaction prediction with 1.9M reactions from USPTO patents (1976-2016). The task is: Predict the product of the given reaction. (1) Given the reactants [NH2:1][C:2]1[C:7]2[N:8]([CH3:12])[C:9](=[O:11])[NH:10][C:6]=2[CH:5]=[CH:4][CH:3]=1.[C:13]1([C:13]2[CH:18]=[CH:17][CH:16]=[CH:15][CH:14]=2)[CH:18]=[CH:17][CH:16]=[CH:15][C:14]=1P(C1CCCCC1)C1CCCCC1.CC(C)([O-])C.[Na+].BrC1C=CC(OC)=CC=1.[Cl-:53].[NH4+], predict the reaction product. The product is: [Cl:53][C:13]1[CH:18]=[CH:17][C:16]([NH:1][C:2]2[C:7]3[N:8]([CH3:12])[C:9](=[O:11])[NH:10][C:6]=3[CH:5]=[CH:4][CH:3]=2)=[CH:15][CH:14]=1. (2) Given the reactants [C:1](O[BH-](OC(=O)C)OC(=O)C)(=O)C.[Na+].[CH3:15][CH:16]([O:18][C:19]1[CH:26]=[CH:25][C:24]([C:27]2[O:31][N:30]=[C:29]([C:32]3[CH:33]=[C:34]4[C:39](=[CH:40][CH:41]=3)[CH2:38][NH:37][CH2:36][CH2:35]4)[N:28]=2)=[CH:23][C:20]=1[C:21]#[N:22])[CH3:17].[O:42]=[CH:43][C@@H:44]([CH2:46]O)[OH:45].C(=O)([O-])O.[Na+].C(Cl)[Cl:54], predict the reaction product. The product is: [ClH:54].[OH:45][C@H:44]([CH2:43][OH:42])[CH2:46][N:37]1[CH2:36][CH2:35][C:34]2[C:39](=[CH:40][CH:41]=[C:32]([C:29]3[N:28]=[C:27]([C:24]4[CH:25]=[CH:26][C:19]([O:18][CH:16]([CH3:15])[CH3:17])=[C:20]([CH:23]=4)[C:21]#[N:22])[O:31][N:30]=3)[C:33]=2[CH3:1])[CH2:38]1. (3) Given the reactants C([C@@](C(O)=O)(O)[C@@](C(=O)C1C=CC=CC=1)(O)C(O)=O)(=O)C1C=CC=CC=1.[Cl:27][C:28]1[CH:29]=[C:30]([CH:37]([NH:40][C:41]([CH3:44])([CH3:43])[CH3:42])[CH2:38][OH:39])[CH:31]=[C:32]([C:35]#[N:36])[C:33]=1[NH2:34].[OH-].[Na+], predict the reaction product. The product is: [Cl:27][C:28]1[CH:29]=[C:30]([CH:37]([NH:40][C:41]([CH3:44])([CH3:43])[CH3:42])[CH2:38][OH:39])[CH:31]=[C:32]([C:35]#[N:36])[C:33]=1[NH2:34]. (4) Given the reactants O.Cl.[F:3][C:4]1[CH:9]=[C:8]([N+:10]([O-])=O)[CH:7]=[CH:6][C:5]=1[N:13]1[CH2:18][CH2:17][O:16][CH2:15][C:14]1=[O:19].C([O-])(O)=O.[Na+], predict the reaction product. The product is: [NH2:10][C:8]1[CH:7]=[CH:6][C:5]([N:13]2[CH2:18][CH2:17][O:16][CH2:15][C:14]2=[O:19])=[C:4]([F:3])[CH:9]=1.